Dataset: Forward reaction prediction with 1.9M reactions from USPTO patents (1976-2016). Task: Predict the product of the given reaction. (1) The product is: [ClH:41].[ClH:41].[CH3:39][C:3]1[CH:4]=[C:5]([C:7]2[N:8]=[CH:9][N:10]3[C:15]4[CH:16]=[CH:17][CH:18]=[C:19]([CH2:20][CH2:21][N:22]5[CH2:27][CH2:26][CH:25]([C:28]6[CH:37]=[CH:36][CH:35]=[C:34]7[C:29]=6[CH:30]=[CH:31][C:32]([CH3:38])=[N:33]7)[CH2:24][CH2:23]5)[C:14]=4[O:13][CH2:12][C:11]=23)[O:6][N:2]=1. Given the reactants C[N:2](C)/[C:3](/[CH3:39])=[CH:4]\[C:5]([C:7]1[N:8]=[CH:9][N:10]2[C:15]3[CH:16]=[CH:17][CH:18]=[C:19]([CH2:20][CH2:21][N:22]4[CH2:27][CH2:26][CH:25]([C:28]5[CH:37]=[CH:36][CH:35]=[C:34]6[C:29]=5[CH:30]=[CH:31][C:32]([CH3:38])=[N:33]6)[CH2:24][CH2:23]4)[C:14]=3[O:13][CH2:12][C:11]=12)=[O:6].[ClH:41].NO, predict the reaction product. (2) The product is: [F:12][C:13]1[CH:18]=[CH:17][CH:16]=[CH:15][C:14]=1[C:2]1[CH:7]=[CH:6][N:5]=[C:4]([NH2:8])[C:3]=1[N+:9]([O-:11])=[O:10]. Given the reactants Br[C:2]1[CH:7]=[CH:6][N:5]=[C:4]([NH2:8])[C:3]=1[N+:9]([O-:11])=[O:10].[F:12][C:13]1[CH:18]=[CH:17][CH:16]=[CH:15][C:14]=1B(O)O.C([O-])([O-])=O.[Na+].[Na+].O, predict the reaction product. (3) Given the reactants [CH2:1]([NH:5][C:6]1[N:14]=[C:13]2[C:9]([N:10]=[C:11]([O:24]C)[N:12]2[CH2:15][CH:16]2[CH2:21][CH2:20][O:19][C:18]([CH3:23])([CH3:22])[CH2:17]2)=[C:8]([NH2:26])[N:7]=1)[CH2:2][CH2:3][CH3:4].Cl, predict the reaction product. The product is: [NH2:26][C:8]1[N:7]=[C:6]([NH:5][CH2:1][CH2:2][CH2:3][CH3:4])[N:14]=[C:13]2[C:9]=1[NH:10][C:11](=[O:24])[N:12]2[CH2:15][CH:16]1[CH2:21][CH2:20][O:19][C:18]([CH3:23])([CH3:22])[CH2:17]1. (4) Given the reactants Cl[C:2]1[N:7]=[C:6]([NH:8][CH:9]([C:16]2([C:21]([F:24])([F:23])[F:22])[CH2:20][CH2:19][CH2:18][CH2:17]2)[CH2:10][C:11]([O:13][CH2:14][CH3:15])=[O:12])[C:5]([F:25])=[CH:4][N:3]=1.[F:26][C:27]1[CH:28]=[C:29]2[C:35](B3OC(C)(C)C(C)(C)O3)=[CH:34][N:33]([S:45]([C:48]3[CH:53]=[CH:52][C:51]([CH3:54])=[CH:50][CH:49]=3)(=[O:47])=[O:46])[C:30]2=[N:31][CH:32]=1.P([O-])([O-])([O-])=O.[K+].[K+].[K+].CC(C1C=C(C(C)C)C(C2C=CC=CC=2P(C2CCCCC2)C2CCCCC2)=C(C(C)C)C=1)C, predict the reaction product. The product is: [F:25][C:5]1[C:6]([NH:8][CH:9]([C:16]2([C:21]([F:24])([F:23])[F:22])[CH2:20][CH2:19][CH2:18][CH2:17]2)[CH2:10][C:11]([O:13][CH2:14][CH3:15])=[O:12])=[N:7][C:2]([C:35]2[C:29]3[C:30](=[N:31][CH:32]=[C:27]([F:26])[CH:28]=3)[N:33]([S:45]([C:48]3[CH:53]=[CH:52][C:51]([CH3:54])=[CH:50][CH:49]=3)(=[O:46])=[O:47])[CH:34]=2)=[N:3][CH:4]=1.